This data is from Reaction yield outcomes from USPTO patents with 853,638 reactions. The task is: Predict the reaction yield, written as a fraction of the theoretical maximum amount of product (1.0 means a 100% yield; for example, 0.34 means a 34% yield). (1) The reactants are C[N:2]1[C:6]2[CH:7]=[C:8](C#N)[CH:9]=[CH:10][C:5]=2[N:4]=[C:3]1[C:13]([F:16])([F:15])[F:14].NC1C=CC(C#N)=CC=1NC.FC(F)(F)C(O)=O. No catalyst specified. The product is [F:16][C:13]([F:14])([F:15])[C:3]1[NH:4][C:5]2[CH:10]=[CH:9][CH:8]=[CH:7][C:6]=2[N:2]=1. The yield is 0.820. (2) The reactants are [NH2:1][C:2]1[C:11]2[C:6](=[C:7](Br)[CH:8]=[CH:9][CH:10]=2)[N:5]=[N:4][C:3]=1[C:13]([NH:15][CH2:16][CH2:17][CH3:18])=[O:14].[CH3:19][O:20][C:21]1[CH:26]=[CH:25][C:24]([Cl:27])=[CH:23][C:22]=1B(O)O. No catalyst specified. The product is [NH2:1][C:2]1[C:11]2[C:6](=[C:7]([C:26]3[CH:25]=[C:24]([Cl:27])[CH:23]=[CH:22][C:21]=3[O:20][CH3:19])[CH:8]=[CH:9][CH:10]=2)[N:5]=[N:4][C:3]=1[C:13]([NH:15][CH2:16][CH2:17][CH3:18])=[O:14]. The yield is 0.770. (3) The product is [C:1]([O:5][C:6]([N:8]1[CH:9]2[CH2:15][CH2:14][CH:13]1[CH2:12][N:11]([C:17]1[N:22]=[CH:21][CH:20]=[CH:19][N:18]=1)[CH2:10]2)=[O:7])([CH3:4])([CH3:2])[CH3:3]. The yield is 0.710. The reactants are [C:1]([O:5][C:6]([N:8]1[CH:13]2[CH2:14][CH2:15][CH:9]1[CH2:10][NH:11][CH2:12]2)=[O:7])([CH3:4])([CH3:3])[CH3:2].Cl[C:17]1[N:22]=[CH:21][CH:20]=[CH:19][N:18]=1.C(N(CC)CC)C.C1COCC1. The catalyst is ClCCl. (4) The reactants are [OH-].[NH4+:2].[CH3:3][N:4]([N:6]=[N:7][C:8]1[CH:12]=[C:11]([N+:13]([O-:15])=[O:14])[S:10][C:9]=1[C:16]([O:18]C)=O)[CH3:5].O. The catalyst is C1COCC1. The product is [CH3:3][N:4]([N:6]=[N:7][C:8]1[CH:12]=[C:11]([N+:13]([O-:15])=[O:14])[S:10][C:9]=1[C:16]([NH2:2])=[O:18])[CH3:5]. The yield is 0.260. (5) The yield is 0.940. The product is [Si:16]([O:23][CH2:24]/[CH:25]=[N:2]/[NH:1][C:3]([O:5][C:6]([CH3:9])([CH3:8])[CH3:7])=[O:4])([C:19]([CH3:22])([CH3:21])[CH3:20])([CH3:18])[CH3:17]. The catalyst is C(Cl)Cl. The reactants are [NH:1]([C:3]([O:5][C:6]([CH3:9])([CH3:8])[CH3:7])=[O:4])[NH2:2].[O-]S([O-])(=O)=O.[Mg+2].[Si:16]([O:23][CH2:24][CH:25]=O)([C:19]([CH3:22])([CH3:21])[CH3:20])([CH3:18])[CH3:17]. (6) The reactants are [C:1]1([S:11]([NH2:14])(=[O:13])=[O:12])[C:2]([S:7]([NH2:10])(=[O:9])=[O:8])=[CH:3][CH:4]=[CH:5][CH:6]=1.[Br:15][C:16]1[CH:24]=[CH:23][C:19]([C:20](O)=[O:21])=[CH:18][C:17]=1[F:25].Cl.CN(C)CCCN=C=NCC.O. The catalyst is CN(C)C=O.CN(C)C1C=CN=CC=1. The product is [Br:15][C:16]1[CH:24]=[CH:23][C:19]([C:20]([NH:10][S:7]([C:2]2[CH:3]=[CH:4][CH:5]=[CH:6][C:1]=2[S:11](=[O:13])(=[O:12])[NH2:14])(=[O:9])=[O:8])=[O:21])=[CH:18][C:17]=1[F:25]. The yield is 0.880. (7) The reactants are [CH2:1]([O:8][C:9]1[CH:18]=[CH:17][C:12]([C:13]([O:15][CH3:16])=[O:14])=[CH:11][C:10]=1Br)[C:2]1[CH:7]=[CH:6][CH:5]=[CH:4][CH:3]=1.COC1C=CC=C(OC)[C:27]=1[C:28]1[CH:29]=[CH:30][CH:31]=[CH:32][C:33]=1P(C1CCCCC1)C1CCCCC1.P([O-])([O-])([O-])=O.[K+].[K+].[K+].CC1(C)C(B2OC(C)(C)C(C)(C)O2)=CCC1. The catalyst is CN(C=O)C.O.C([O-])(=O)C.[Pd+2].C([O-])(=O)C. The product is [CH2:1]([O:8][C:9]1[CH:18]=[CH:17][C:12]([C:13]([O:15][CH3:16])=[O:14])=[CH:11][C:10]=1[C:29]1[C:28]([CH3:27])([CH3:33])[CH2:32][CH2:31][CH:30]=1)[C:2]1[CH:7]=[CH:6][CH:5]=[CH:4][CH:3]=1. The yield is 0.770. (8) The reactants are [CH3:1][O:2][C:3]([C:5]1([CH:11](OS(C2C=CC(C)=CC=2)(=O)=O)[CH3:12])[CH2:10][O:9][CH2:8][CH2:7][O:6]1)=[O:4].Cl.C(OCC)C. The catalyst is N1(C2CCCCCCCCCC2)CCCN=CCCCCC1. The product is [CH3:1][O:2][C:3]([C:5]1([CH:11]=[CH2:12])[CH2:10][O:9][CH2:8][CH2:7][O:6]1)=[O:4]. The yield is 0.360.